Dataset: Reaction yield outcomes from USPTO patents with 853,638 reactions. Task: Predict the reaction yield, written as a fraction of the theoretical maximum amount of product (1.0 means a 100% yield; for example, 0.34 means a 34% yield). (1) The reactants are COC1C=C(OC)C=CC=1C[N:6]([C:31]1[CH:36]=[CH:35][N:34]=[CH:33][N:32]=1)[S:7]([C:10]1[C:15]([F:16])=[CH:14][C:13]([O:17][C@H:18]2[CH2:23][CH2:22][CH2:21][CH2:20][C@@H:19]2[C:24]2[N:28]([CH3:29])[N:27]=[CH:26][CH:25]=2)=[CH:12][C:11]=1[F:30])(=[O:9])=[O:8].C([SiH](CC)CC)C.FC(F)(F)C(O)=O. The catalyst is ClCCl. The product is [F:30][C:11]1[CH:12]=[C:13]([O:17][C@H:18]2[CH2:23][CH2:22][CH2:21][CH2:20][C@@H:19]2[C:24]2[N:28]([CH3:29])[N:27]=[CH:26][CH:25]=2)[CH:14]=[C:15]([F:16])[C:10]=1[S:7]([NH:6][C:31]1[CH:36]=[CH:35][N:34]=[CH:33][N:32]=1)(=[O:8])=[O:9]. The yield is 0.300. (2) The yield is 0.780. The product is [C:29]([C:26]1[CH:27]=[CH:28][C:23]([N:20]2[CH2:21][CH2:22][CH:17]([CH2:16][C:12]3[N:11]=[C:10]([C:33]([NH:35][CH2:36][C:37]([O:39][CH2:40][CH3:41])=[O:38])=[O:34])[C:9]([OH:8])=[C:14]([CH3:15])[N:13]=3)[CH2:18][CH2:19]2)=[CH:24][CH:25]=1)([CH3:31])([CH3:32])[CH3:30]. The catalyst is C(OCC)(=O)C.[Pd]. The reactants are C([O:8][C:9]1[C:10]([C:33]([NH:35][CH2:36][C:37]([O:39][CH2:40][CH3:41])=[O:38])=[O:34])=[N:11][C:12]([CH2:16][CH:17]2[CH2:22][CH2:21][N:20]([C:23]3[CH:28]=[CH:27][C:26]([C:29]([CH3:32])([CH3:31])[CH3:30])=[CH:25][CH:24]=3)[CH2:19][CH2:18]2)=[N:13][C:14]=1[CH3:15])C1C=CC=CC=1. (3) The yield is 1.00. The reactants are [BH4-].[Na+].[C:3]([C:6]1[CH:13]=[C:12]([Cl:14])[C:9]([C:10]#[N:11])=[C:8]([Br:15])[C:7]=1[O:16][CH2:17][CH3:18])(=[O:5])[CH3:4].CO. No catalyst specified. The product is [Br:15][C:8]1[C:7]([O:16][CH2:17][CH3:18])=[C:6]([CH:3]([OH:5])[CH3:4])[CH:13]=[C:12]([Cl:14])[C:9]=1[C:10]#[N:11]. (4) The reactants are [Br:1][C:2]1[CH:3]=[C:4]([OH:8])[CH:5]=[CH:6][CH:7]=1.Cl.[N:10]1[CH:15]=[CH:14][CH:13]=[CH:12][C:11]=1[CH2:16]Cl.C(=O)([O-])[O-].[K+].[K+]. The catalyst is CN(C=O)C. The product is [Br:1][C:2]1[CH:3]=[C:4]([CH:5]=[CH:6][CH:7]=1)[O:8][CH2:16][C:11]1[CH:12]=[CH:13][CH:14]=[CH:15][N:10]=1. The yield is 0.970. (5) The reactants are C(O[B:5]1[O:9][C:8]([CH3:11])([CH3:10])[C:7]([CH3:13])([CH3:12])[O:6]1)(C)C.C([Li])CCC.[F:19][C:20]1[CH:21]=[C:22]([C:27]2([OH:32])[CH2:31][CH2:30][CH2:29][CH2:28]2)[CH:23]=[C:24]([F:26])[CH:25]=1. No catalyst specified. The product is [F:19][C:20]1[CH:21]=[C:22]([C:27]2([OH:32])[CH2:31][CH2:30][CH2:29][CH2:28]2)[CH:23]=[C:24]([F:26])[C:25]=1[B:5]1[O:6][C:7]([CH3:12])([CH3:13])[C:8]([CH3:10])([CH3:11])[O:9]1. The yield is 1.00.